Task: Predict the reactants needed to synthesize the given product.. Dataset: Retrosynthesis with 50K atom-mapped reactions and 10 reaction types from USPTO (1) The reactants are: CC(=O)NN.O=C(O)[C@@H]1CCCCN1S(=O)(=O)c1ccc(F)cc1. Given the product CC(=O)NNC(=O)[C@@H]1CCCCN1S(=O)(=O)c1ccc(F)cc1, predict the reactants needed to synthesize it. (2) The reactants are: COC(=O)[C@H]1C/C(=C/c2ccccc2)CC[C@@H]1C(=O)N1CCN(c2ccccc2)CC1. Given the product O=C(O)[C@H]1C/C(=C/c2ccccc2)CC[C@@H]1C(=O)N1CCN(c2ccccc2)CC1, predict the reactants needed to synthesize it. (3) Given the product O=C(Cn1nnnc1-c1ccsc1)OCCCCCO, predict the reactants needed to synthesize it. The reactants are: O=C(O)Cn1nnnc1-c1ccsc1.OCCCCCO. (4) Given the product NC1CCc2cccc(NC(=O)OCc3ccccc3)c2C1, predict the reactants needed to synthesize it. The reactants are: [N-]=[N+]=NC1CCc2cccc(NC(=O)OCc3ccccc3)c2C1. (5) Given the product CN(C)C(=O)CN1CCN(Cc2cc3nc(Cl)nc(N4CCOCC4)c3s2)CC1, predict the reactants needed to synthesize it. The reactants are: CN(C)C(=O)CN1CCNCC1.O=Cc1cc2nc(Cl)nc(N3CCOCC3)c2s1. (6) The reactants are: O=C(CBr)c1cccnc1. Given the product OC(CBr)c1cccnc1, predict the reactants needed to synthesize it.